This data is from Forward reaction prediction with 1.9M reactions from USPTO patents (1976-2016). The task is: Predict the product of the given reaction. (1) The product is: [OH:3][C:1]([C:4]1[C:13]([O:14][S:15]([C:18]2[CH:19]=[CH:20][C:21]([CH3:24])=[CH:22][CH:23]=2)(=[O:17])=[O:16])=[CH:12][C:11]2[C:6](=[CH:7][CH:8]=[CH:9][CH:10]=2)[N:5]=1)([CH3:25])[CH3:2]. Given the reactants [C:1]([C:4]1[C:13]([O:14][S:15]([C:18]2[CH:23]=[CH:22][C:21]([CH3:24])=[CH:20][CH:19]=2)(=[O:17])=[O:16])=[CH:12][C:11]2[C:6](=[CH:7][CH:8]=[CH:9][CH:10]=2)[N:5]=1)(=[O:3])[CH3:2].[CH3:25][Mg]Cl.[NH4+].[Cl-].Cl, predict the reaction product. (2) Given the reactants [Cl:1][C:2]1[CH:7]=[CH:6][C:5]([C:8]2[CH:12]=[C:11]([CH:13]3[O:18][CH2:17][CH:16]([CH2:19][CH2:20][C:21]4[CH:26]=[CH:25][CH:24]=[CH:23][CH:22]=4)[N:15](C(OC(C)(C)C)=O)[CH2:14]3)[N:10]([C:34]3[N:39]=[CH:38][CH:37]=[CH:36][N:35]=3)[N:9]=2)=[CH:4][CH:3]=1.C(O)(C(F)(F)F)=O, predict the reaction product. The product is: [Cl:1][C:2]1[CH:7]=[CH:6][C:5]([C:8]2[CH:12]=[C:11]([CH:13]3[O:18][CH2:17][CH:16]([CH2:19][CH2:20][C:21]4[CH:26]=[CH:25][CH:24]=[CH:23][CH:22]=4)[NH:15][CH2:14]3)[N:10]([C:34]3[N:35]=[CH:36][CH:37]=[CH:38][N:39]=3)[N:9]=2)=[CH:4][CH:3]=1. (3) Given the reactants [C:1]([C:5]1[CH:6]=[C:7]2[C:12](=[C:13]([F:15])[CH:14]=1)[C:11](=[O:16])[N:10]([C:17]1[C:22]3[CH2:23][CH:24]([OH:33])[CH2:25][C:26]4[NH:27][C:28](=[O:32])[CH:29]=[CH:30][C:31]=4[C:21]=3[CH:20]=[CH:19][CH:18]=1)[N:9]=[CH:8]2)([CH3:4])([CH3:3])[CH3:2].N1C(C)=CC=CC=1C.FC(F)(F)S(O[Si:48]([C:51]([CH3:54])([CH3:53])[CH3:52])([CH3:50])[CH3:49])(=O)=O.[NH4+].[Cl-], predict the reaction product. The product is: [C:51]([Si:48]([CH3:50])([CH3:49])[O:33][CH:24]1[CH2:25][C:26]2[NH:27][C:28](=[O:32])[CH:29]=[CH:30][C:31]=2[C:21]2[CH:20]=[CH:19][CH:18]=[C:17]([N:10]3[N:9]=[CH:8][C:7]4[C:12](=[C:13]([F:15])[CH:14]=[C:5]([C:1]([CH3:4])([CH3:2])[CH3:3])[CH:6]=4)[C:11]3=[O:16])[C:22]=2[CH2:23]1)([CH3:54])([CH3:53])[CH3:52]. (4) Given the reactants [N:1]1([C:5]2[CH:10]=[C:9](Cl)[N:8]=[CH:7][N:6]=2)[CH2:4][CH2:3][CH2:2]1.[NH2:12][C:13]1[CH:21]=[CH:20][C:16]([C:17]([OH:19])=[O:18])=[CH:15][CH:14]=1.Cl.O, predict the reaction product. The product is: [N:1]1([C:5]2[N:6]=[CH:7][N:8]=[C:9]([NH:12][C:13]3[CH:21]=[CH:20][C:16]([C:17]([OH:19])=[O:18])=[CH:15][CH:14]=3)[CH:10]=2)[CH2:4][CH2:3][CH2:2]1. (5) Given the reactants [OH:1][C:2]1[CH:3]=[C:4]([CH:8]([CH3:11])[C:9]#[N:10])[CH:5]=[CH:6][CH:7]=1.N1C=CC=CC=1.[CH3:18][O:19][C:20]1[CH:25]=[CH:24][CH:23]=[CH:22][C:21]=1B(O)O.Cl, predict the reaction product. The product is: [CH3:18][O:19][C:20]1[CH:25]=[CH:24][CH:23]=[CH:22][C:21]=1[O:1][C:2]1[CH:3]=[C:4]([CH:8]([CH3:11])[C:9]#[N:10])[CH:5]=[CH:6][CH:7]=1. (6) Given the reactants [NH2:1][C:2]1[CH:3]=[CH:4][C:5]([C:11]([O:13]C)=[O:12])=[C:6]2[C:10]=1[O:9][CH2:8][CH2:7]2.[OH-].[Li+].O, predict the reaction product. The product is: [NH2:1][C:2]1[CH:3]=[CH:4][C:5]([C:11]([OH:13])=[O:12])=[C:6]2[C:10]=1[O:9][CH2:8][CH2:7]2.